This data is from Catalyst prediction with 721,799 reactions and 888 catalyst types from USPTO. The task is: Predict which catalyst facilitates the given reaction. (1) Reactant: [CH2:1]([CH2:3][NH2:4])[OH:2].N1C=CN=C1.[Si:10](Cl)([C:13]([CH3:16])([CH3:15])[CH3:14])([CH3:12])[CH3:11].C(=O)([O-])O.[Na+]. Product: [Si:10]([O:2][CH2:1][CH2:3][NH2:4])([C:13]([CH3:16])([CH3:15])[CH3:14])([CH3:12])[CH3:11]. The catalyst class is: 18. (2) Reactant: [CH:1]1([C:4]2[CH:25]=[CH:24][C:7]([O:8][CH:9]3[CH2:13][CH2:12][N:11]([C:14]4[CH:19]=[CH:18][C:17]([OH:20])=[C:16]([CH2:21][CH3:22])[CH:15]=4)[C:10]3=[O:23])=[CH:6][CH:5]=2)[CH2:3][CH2:2]1.C(=O)([O-])[O-].[K+].[K+].Br[CH2:33][CH2:34][OH:35]. Product: [CH:1]1([C:4]2[CH:25]=[CH:24][C:7]([O:8][CH:9]3[CH2:13][CH2:12][N:11]([C:14]4[CH:19]=[CH:18][C:17]([O:20][CH2:33][CH2:34][OH:35])=[C:16]([CH2:21][CH3:22])[CH:15]=4)[C:10]3=[O:23])=[CH:6][CH:5]=2)[CH2:3][CH2:2]1. The catalyst class is: 3.